Dataset: Full USPTO retrosynthesis dataset with 1.9M reactions from patents (1976-2016). Task: Predict the reactants needed to synthesize the given product. (1) The reactants are: [NH2:1][N:2]1[C:7](=[O:8])[C:6]([C:9]2[NH:14][C:13]3[CH:15]=[CH:16][CH:17]=[CH:18][C:12]=3[S:11](=[O:20])(=[O:19])[N:10]=2)=[C:5]([OH:21])[C:4]2[S:22][CH:23]=[CH:24][C:3]1=2.[CH3:25][CH:26]([CH3:30])[CH2:27][CH:28]=O. Given the product [O:19]=[S:11]1(=[O:20])[C:12]2[CH:18]=[CH:17][CH:16]=[CH:15][C:13]=2[NH:14][C:9]([C:6]2[C:7](=[O:8])[N:2]([N:1]=[CH:28][CH2:27][CH:26]([CH3:30])[CH3:25])[C:3]3[CH:24]=[CH:23][S:22][C:4]=3[C:5]=2[OH:21])=[N:10]1, predict the reactants needed to synthesize it. (2) Given the product [CH2:1]([O:8][C:15]1[N:16]=[CH:17][C:12]([Br:11])=[CH:13][N:14]=1)[C:2]1[CH:7]=[CH:6][CH:5]=[CH:4][CH:3]=1, predict the reactants needed to synthesize it. The reactants are: [CH2:1]([OH:8])[C:2]1[CH:7]=[CH:6][CH:5]=[CH:4][CH:3]=1.[H-].[Na+].[Br:11][C:12]1[CH:13]=[N:14][C:15](Cl)=[N:16][CH:17]=1. (3) Given the product [C:27]([O:26][C:24]([N:20]1[CH2:21][CH2:22][CH2:23][C@H:19]1[CH2:18][N:13]1[C:12](=[O:31])[NH:11][C:10]2[C:14]1=[N:15][CH:16]=[N:17][C:9]=2[NH2:8])=[O:25])([CH3:30])([CH3:28])[CH3:29], predict the reactants needed to synthesize it. The reactants are: C([N:8](CC1C=CC=CC=1)[C:9]1[N:17]=[CH:16][N:15]=[C:14]2[C:10]=1[NH:11][C:12](=[O:31])[N:13]2[CH2:18][C@@H:19]1[CH2:23][CH2:22][CH2:21][N:20]1[C:24]([O:26][C:27]([CH3:30])([CH3:29])[CH3:28])=[O:25])C1C=CC=CC=1.[H][H]. (4) Given the product [C:21]([CH2:20][CH2:19][CH2:18][CH2:17][CH:4]([CH2:1][OH:2])[CH2:5][CH2:6][C:7]1[CH:16]=[CH:15][C:10]([C:11]([O:13][CH3:14])=[O:12])=[CH:9][CH:8]=1)#[N:22], predict the reactants needed to synthesize it. The reactants are: [C:1]([CH:4]([CH2:17][CH2:18][CH2:19][CH2:20][C:21]#[N:22])[CH2:5][CH2:6][C:7]1[CH:16]=[CH:15][C:10]([C:11]([O:13][CH3:14])=[O:12])=[CH:9][CH:8]=1)(O)=[O:2].C(=O)(O)[O-]. (5) Given the product [Cl:15][C:9]1[CH:10]=[CH:11][C:12]([Cl:14])=[CH:13][C:8]=1[CH2:7][N:6]1[C:2]([C:23]#[N:24])=[CH:3][N:4]=[C:5]1[C:16]1[CH:17]=[N:18][CH:19]=[CH:20][CH:21]=1, predict the reactants needed to synthesize it. The reactants are: Br[C:2]1[N:6]([CH2:7][C:8]2[CH:13]=[C:12]([Cl:14])[CH:11]=[CH:10][C:9]=2[Cl:15])[C:5]([C:16]2[CH:17]=[N:18][CH:19]=[CH:20][CH:21]=2)=[N:4][CH:3]=1.O.[CH3:23][N:24](C=O)C. (6) Given the product [Br:1][C:2]1[CH:3]=[CH:4][C:5]([Cl:31])=[C:6]([CH:30]=1)[O:7][C:8]1[CH:9]=[CH:10][C:11]([C:14]2[N:18]=[C:17]([C:19]3[N:20]=[N:21][N:22]([CH2:24][C:25]([OH:27])=[O:26])[N:23]=3)[O:16][N:15]=2)=[CH:12][CH:13]=1, predict the reactants needed to synthesize it. The reactants are: [Br:1][C:2]1[CH:3]=[CH:4][C:5]([Cl:31])=[C:6]([CH:30]=1)[O:7][C:8]1[CH:13]=[CH:12][C:11]([C:14]2[N:18]=[C:17]([C:19]3[N:20]=[N:21][N:22]([CH2:24][C:25]([O:27]CC)=[O:26])[N:23]=3)[O:16][N:15]=2)=[CH:10][CH:9]=1.[OH-].[Na+]. (7) Given the product [CH3:18][N:16]1[C:15](=[O:19])[CH:14]=[CH:13][C:12]([C:10](=[O:11])[CH2:9][CH:8]([C:5]2[CH:4]=[CH:3][C:2]([C:33]3[CH:34]=[CH:35][C:30]([C:27]([OH:29])=[O:28])=[CH:31][CH:32]=3)=[CH:7][CH:6]=2)[C:20]2[CH:25]=[CH:24][CH:23]=[CH:22][C:21]=2[CH3:26])=[CH:17]1, predict the reactants needed to synthesize it. The reactants are: Br[C:2]1[CH:7]=[CH:6][C:5]([CH:8]([C:20]2[CH:25]=[CH:24][CH:23]=[CH:22][C:21]=2[CH3:26])[CH2:9][C:10]([C:12]2[CH:13]=[CH:14][C:15](=[O:19])[N:16]([CH3:18])[CH:17]=2)=[O:11])=[CH:4][CH:3]=1.[C:27]([C:30]1[CH:35]=[CH:34][C:33](B(O)O)=[CH:32][CH:31]=1)([OH:29])=[O:28].O.C(=O)([O-])[O-].[Na+].[Na+]. (8) Given the product [CH2:1]([O:3][C:4](=[O:26])[C:5]([NH:7][C:8]1[CH:13]=[C:12]([Cl:14])[C:11]([O:15][C:16]2[CH:21]=[CH:20][C:19]([OH:22])=[C:18]([CH2:23][NH:27][CH:28]3[C:36]4[C:31](=[CH:32][CH:33]=[CH:34][CH:35]=4)[CH2:30][CH2:29]3)[CH:17]=2)=[C:10]([Cl:25])[CH:9]=1)=[O:6])[CH3:2], predict the reactants needed to synthesize it. The reactants are: [CH2:1]([O:3][C:4](=[O:26])[C:5]([NH:7][C:8]1[CH:13]=[C:12]([Cl:14])[C:11]([O:15][C:16]2[CH:21]=[CH:20][C:19]([OH:22])=[C:18]([CH:23]=O)[CH:17]=2)=[C:10]([Cl:25])[CH:9]=1)=[O:6])[CH3:2].[NH2:27][CH:28]1[C:36]2[C:31](=[CH:32][CH:33]=[CH:34][CH:35]=2)[CH2:30][CH2:29]1.C(O[BH-](OC(=O)C)OC(=O)C)(=O)C.[Na+].C(O)(=O)C. (9) Given the product [F:1][C:2]1[CH:3]=[C:4]([C@H:13]([NH:21][C:22]([C:24]2[CH:25]=[CH:26][C:27](=[O:38])[N:28]([CH2:30][C:31]([OH:33])=[O:32])[CH:29]=2)=[O:23])[C:14]2[C:19]([F:20])=[CH:18][CH:17]=[CH:16][N:15]=2)[CH:5]=[CH:6][C:7]=1[O:8][C:9]([F:11])([F:12])[F:10], predict the reactants needed to synthesize it. The reactants are: [F:1][C:2]1[CH:3]=[C:4]([C@H:13]([NH:21][C:22]([C:24]2[CH:25]=[CH:26][C:27](=[O:38])[N:28]([CH2:30][C:31]([O:33]C(C)(C)C)=[O:32])[CH:29]=2)=[O:23])[C:14]2[C:19]([F:20])=[CH:18][CH:17]=[CH:16][N:15]=2)[CH:5]=[CH:6][C:7]=1[O:8][C:9]([F:12])([F:11])[F:10]. (10) Given the product [O:11]1[CH2:16][CH2:15][O:14][CH2:13][CH:12]1[CH2:17][NH:18][C:45]([C:42]1[CH:41]=[N:40][C:39]([C:35]2[CH:36]=[CH:37][CH:38]=[C:33]([CH2:32][C:27]3[C:28](=[O:31])[CH:29]=[CH:30][N:25]([C:23]4[CH:22]=[N:21][N:20]([CH3:19])[CH:24]=4)[N:26]=3)[CH:34]=2)=[N:44][CH:43]=1)=[O:46], predict the reactants needed to synthesize it. The reactants are: C1C=CC2N(O)N=NC=2C=1.[O:11]1[CH2:16][CH2:15][O:14][CH2:13][CH:12]1[CH2:17][NH2:18].[CH3:19][N:20]1[CH:24]=[C:23]([N:25]2[CH:30]=[CH:29][C:28](=[O:31])[C:27]([CH2:32][C:33]3[CH:34]=[C:35]([C:39]4[N:44]=[CH:43][C:42]([C:45](O)=[O:46])=[CH:41][N:40]=4)[CH:36]=[CH:37][CH:38]=3)=[N:26]2)[CH:22]=[N:21]1.CCN(C(C)C)C(C)C.